From a dataset of Catalyst prediction with 721,799 reactions and 888 catalyst types from USPTO. Predict which catalyst facilitates the given reaction. (1) Reactant: [CH3:1][O:2]/[CH:3]=[CH:4]/[C:5]([O:7][Si:8]([CH3:11])([CH3:10])[CH3:9])=[CH2:6].[C:12]([O:16][CH3:17])(=[O:15])[CH:13]=[CH2:14]. Product: [CH3:1][O:2][CH:3]1[CH:4]=[C:5]([O:7][Si:8]([CH3:11])([CH3:10])[CH3:9])[CH2:6][CH2:14][CH:13]1[C:12]([O:16][CH3:17])=[O:15]. The catalyst class is: 48. (2) Reactant: I[CH2:2][C:3]1[CH:4]=[C:5]([CH3:22])[CH:6]=[C:7]2[C:12]=1[O:11][CH:10]([C:13]([F:16])([F:15])[F:14])[C:9]([C:17]([O:19][CH2:20][CH3:21])=[O:18])=[CH:8]2.[NH2:23][C:24]1[CH:29]=[CH:28][CH:27]=[CH:26][CH:25]=1.C([O-])([O-])=O.[K+].[K+]. Product: [NH:23]([CH2:2][C:3]1[CH:4]=[C:5]([CH3:22])[CH:6]=[C:7]2[C:12]=1[O:11][CH:10]([C:13]([F:16])([F:15])[F:14])[C:9]([C:17]([O:19][CH2:20][CH3:21])=[O:18])=[CH:8]2)[C:24]1[CH:29]=[CH:28][CH:27]=[CH:26][CH:25]=1. The catalyst class is: 3. (3) Reactant: [CH2:1]([O:8][C:9]([NH:11][CH:12](P(OC)(OC)=O)[C:13]([O:15][CH3:16])=[O:14])=[O:10])[C:2]1[CH:7]=[CH:6][CH:5]=[CH:4][CH:3]=1.CN(C)C(N(C)C)=N.[O:31]1[CH2:36][CH2:35][C:34](=O)[CH2:33][CH2:32]1. Product: [CH2:1]([O:8][C:9]([NH:11][C:12](=[C:34]1[CH2:35][CH2:36][O:31][CH2:32][CH2:33]1)[C:13]([O:15][CH3:16])=[O:14])=[O:10])[C:2]1[CH:3]=[CH:4][CH:5]=[CH:6][CH:7]=1. The catalyst class is: 13. (4) Reactant: C(OC([NH:8][CH2:9][CH2:10][CH2:11][O:12][C:13]1[N:18]=[C:17]([O:19][C:20]2[CH:21]=[C:22]([CH3:34])[C:23]3[CH:27]([CH2:28][C:29]([OH:31])=[O:30])[O:26][B:25]([OH:32])[C:24]=3[CH:33]=2)[CH:16]=[CH:15][N:14]=1)=O)(C)(C)C. Product: [NH2:8][CH2:9][CH2:10][CH2:11][O:12][C:13]1[N:18]=[C:17]([O:19][C:20]2[CH:21]=[C:22]([CH3:34])[C:23]3[CH:27]([CH2:28][C:29]([OH:31])=[O:30])[O:26][B:25]([OH:32])[C:24]=3[CH:33]=2)[CH:16]=[CH:15][N:14]=1. The catalyst class is: 89. (5) Reactant: [CH3:1][C:2]([O:5][C:6]([N:8]([C:28]([O:30][C:31]([CH3:34])([CH3:33])[CH3:32])=[O:29])[C:9]([C:11]1[CH:12]=[C:13](Br)[CH:14]=[C:15]2[C:19]=1[N:18]([C:20]([O:22][C:23]([CH3:26])([CH3:25])[CH3:24])=[O:21])[CH:17]=[CH:16]2)=[O:10])=[O:7])([CH3:4])[CH3:3].[C:35]1(B(O)O)[CH:40]=[CH:39][CH:38]=[CH:37][CH:36]=1.C(=O)([O-])[O-].[K+].[K+]. Product: [CH3:1][C:2]([O:5][C:6]([N:8]([C:28]([O:30][C:31]([CH3:34])([CH3:33])[CH3:32])=[O:29])[C:9]([C:11]1[CH:12]=[C:13]([C:35]2[CH:40]=[CH:39][CH:38]=[CH:37][CH:36]=2)[CH:14]=[C:15]2[C:19]=1[N:18]([C:20]([O:22][C:23]([CH3:26])([CH3:25])[CH3:24])=[O:21])[CH:17]=[CH:16]2)=[O:10])=[O:7])([CH3:4])[CH3:3].[CH3:1][C:2]([O:5][C:6]([NH:8][C:9]([C:11]1[CH:12]=[C:13]([C:35]2[CH:40]=[CH:39][CH:38]=[CH:37][CH:36]=2)[CH:14]=[C:15]2[C:19]=1[N:18]([C:20]([O:22][C:23]([CH3:25])([CH3:26])[CH3:24])=[O:21])[CH:17]=[CH:16]2)=[O:10])=[O:7])([CH3:4])[CH3:3]. The catalyst class is: 423. (6) Reactant: N[C:2]1[CH:7]=[CH:6][C:5]([CH2:8][N:9]2[CH:13]=[CH:12][C:11]([NH:14][C:15](=[O:24])[C:16]3[C:21]([F:22])=[CH:20][CH:19]=[CH:18][C:17]=3[F:23])=[N:10]2)=[C:4]([CH3:25])[CH:3]=1.S(=O)(=O)(O)O.N([O-])=O.[Na+].[I-:35].[K+]. Product: [F:23][C:17]1[CH:18]=[CH:19][CH:20]=[C:21]([F:22])[C:16]=1[C:15]([NH:14][C:11]1[CH:12]=[CH:13][N:9]([CH2:8][C:5]2[CH:6]=[CH:7][C:2]([I:35])=[CH:3][C:4]=2[CH3:25])[N:10]=1)=[O:24]. The catalyst class is: 6.